This data is from Forward reaction prediction with 1.9M reactions from USPTO patents (1976-2016). The task is: Predict the product of the given reaction. (1) Given the reactants [N:1]1[CH:6]=[CH:5][C:4]([N:7]2[CH2:12][CH2:11][CH:10]([CH2:13][NH:14][C:15]3[C:16]([NH2:21])=[CH:17][CH:18]=[CH:19][CH:20]=3)[CH2:9][CH2:8]2)=[CH:3][CH:2]=1.N1C=CC=CC=1.[CH3:28][O:29][C:30]1[CH:38]=[CH:37][C:33]([C:34](Cl)=[O:35])=[CH:32][CH:31]=1, predict the reaction product. The product is: [CH3:28][O:29][C:30]1[CH:38]=[CH:37][C:33]([C:34]([NH:21][C:16]2[C:15]([NH:14][CH2:13][CH:10]3[CH2:11][CH2:12][N:7]([C:4]4[CH:5]=[CH:6][N:1]=[CH:2][CH:3]=4)[CH2:8][CH2:9]3)=[CH:20][CH:19]=[CH:18][CH:17]=2)=[O:35])=[CH:32][CH:31]=1. (2) Given the reactants [OH:1][C:2]1[CH:11]=[N:10][C:9]2[C:4](=[CH:5][CH:6]=[CH:7][CH:8]=2)[N:3]=1.[I-].C[N+]1C=CN([C:19](=[O:28])[N:20]([CH3:27])[C:21]2[CH:26]=[CH:25][CH:24]=[CH:23][CH:22]=2)C=1.C(N(CC)CC)C, predict the reaction product. The product is: [N:3]1[C:4]2[C:9](=[CH:8][CH:7]=[CH:6][CH:5]=2)[N:10]=[CH:11][C:2]=1[O:1][C:19](=[O:28])[N:20]([CH3:27])[C:21]1[CH:26]=[CH:25][CH:24]=[CH:23][CH:22]=1.